This data is from Forward reaction prediction with 1.9M reactions from USPTO patents (1976-2016). The task is: Predict the product of the given reaction. (1) Given the reactants [Br:1][C:2]1[C:3]([F:28])=[C:4]([CH:19]=[N:20][C:21]([O:23][Si](C)(C)C)=[CH2:22])[C:5]([O:8][CH2:9][CH2:10][O:11][Si](C(C)(C)C)(C)C)=[CH:6][CH:7]=1.C(OC([N:36]1[C:44]2[C:39](=[CH:40][CH:41]=[C:42]([Cl:45])[CH:43]=2)/[C:38](=[CH:46]/[C:47]2[CH:52]=[CH:51][CH:50]=[C:49]([Cl:53])[CH:48]=2)/[C:37]1=[O:54])=O)(C)(C)C.CO, predict the reaction product. The product is: [Br:1][C:2]1[C:3]([F:28])=[C:4]([CH:19]2[C:38]3([C:39]4[C:44](=[CH:43][C:42]([Cl:45])=[CH:41][CH:40]=4)[NH:36][C:37]3=[O:54])[CH:46]([C:47]3[CH:52]=[CH:51][CH:50]=[C:49]([Cl:53])[CH:48]=3)[CH2:23][C:21](=[O:22])[NH:20]2)[C:5]([O:8][CH2:9][CH2:10][OH:11])=[CH:6][CH:7]=1. (2) Given the reactants [N+:1]([C:4]1[CH:9]=[CH:8][C:7]([S:10]([NH:13][C:14]2[CH:19]=[CH:18][CH:17]=[CH:16][C:15]=2[CH3:20])(=[O:12])=[O:11])=[CH:6][CH:5]=1)([O-:3])=[O:2].NC1C=CC(C)=CC=1, predict the reaction product. The product is: [N+:1]([C:4]1[CH:5]=[CH:6][C:7]([S:10]([NH:13][C:14]2[CH:15]=[CH:20][C:17]([CH3:16])=[CH:18][CH:19]=2)(=[O:11])=[O:12])=[CH:8][CH:9]=1)([O-:3])=[O:2]. (3) Given the reactants [CH2:1]([O:3][C:4]([C:6]1[N:11]=[C:10]2[CH:12]=[CH:13][NH:14][C:9]2=[CH:8][C:7]=1[Cl:15])=[O:5])[CH3:2].C(=O)([O-])[O-].[Cs+].[Cs+].[F:22][CH:23]([F:26])[CH2:24]I.[NH4+].[Cl-], predict the reaction product. The product is: [CH2:1]([O:3][C:4]([C:6]1[N:11]=[C:10]2[CH:12]=[CH:13][N:14]([CH2:24][CH:23]([F:26])[F:22])[C:9]2=[CH:8][C:7]=1[Cl:15])=[O:5])[CH3:2]. (4) Given the reactants [Br:1][C:2]1[CH:3]=[N:4][C:5]([CH2:8][OH:9])=[N:6][CH:7]=1.[H-].[Na+].[CH3:12]I, predict the reaction product. The product is: [Br:1][C:2]1[CH:3]=[N:4][C:5]([CH2:8][O:9][CH3:12])=[N:6][CH:7]=1. (5) Given the reactants [O:1]=[CH:2][C@@H:3]([NH:18][C:19](=[O:25])[O:20][C:21]([CH3:24])([CH3:23])[CH3:22])[C:4]1[CH:9]=[CH:8][CH:7]=[C:6]([C:10]#[C:11][C:12]2[CH:17]=[CH:16][CH:15]=[CH:14][CH:13]=2)[CH:5]=1.[C:26]1([Mg]Br)[CH:31]=[CH:30][CH:29]=[CH:28][CH:27]=1.C(OCC)(=O)C.CCCCCC, predict the reaction product. The product is: [OH:1][C@@H:2]([C:26]1[CH:31]=[CH:30][CH:29]=[CH:28][CH:27]=1)[C@@H:3]([NH:18][C:19](=[O:25])[O:20][C:21]([CH3:22])([CH3:24])[CH3:23])[C:4]1[CH:9]=[CH:8][CH:7]=[C:6]([C:10]#[C:11][C:12]2[CH:13]=[CH:14][CH:15]=[CH:16][CH:17]=2)[CH:5]=1. (6) The product is: [CH2:41]([C:16]1([CH2:13][CH:14]=[CH2:15])[C:39](=[O:40])[N:19]2[CH2:20][CH2:21][N:22]([C:5]([N:59]([C@@H:57]([C:49]3[CH:50]=[C:51]([C:53]([F:54])([F:55])[F:56])[CH:52]=[C:47]([CH2:44][CH3:45])[CH:48]=3)[CH3:58])[CH3:60])=[O:11])[C@@H:23]([C:24]3[CH:29]=[CH:28][C:27]([O:30][CH2:31][C:32]4[CH:33]=[CH:34][CH:35]=[CH:36][CH:37]=4)=[CH:26][C:25]=3[CH3:38])[C@@H:18]2[CH2:17]1)[CH:42]=[CH2:43]. Given the reactants ClC(Cl)(O[C:5](=[O:11])OC(Cl)(Cl)Cl)Cl.[CH2:13]([C:16]1([CH2:41][CH:42]=[CH2:43])[C:39](=[O:40])[N:19]2[CH2:20][CH2:21][NH:22][C@@H:23]([C:24]3[CH:29]=[CH:28][C:27]([O:30][CH2:31][C:32]4[CH:37]=[CH:36][CH:35]=[CH:34][CH:33]=4)=[CH:26][C:25]=3[CH3:38])[C@@H:18]2[CH2:17]1)[CH:14]=[CH2:15].[CH:44]([C:47]1[CH:48]=[C:49]([C@H:57]([NH:59][CH3:60])[CH3:58])[CH:50]=[C:51]([C:53]([F:56])([F:55])[F:54])[CH:52]=1)(C)[CH3:45], predict the reaction product. (7) Given the reactants [CH2:1]([NH:8][CH2:9][CH2:10][C:11]#[N:12])[C:2]1[CH:7]=[CH:6][CH:5]=[CH:4][CH:3]=1.[OH-].[Na+].[CH2:15](Br)[CH:16]=[CH:17][C:18]1[CH:23]=[CH:22][CH:21]=[CH:20][CH:19]=1.O, predict the reaction product. The product is: [CH2:1]([N:8]([CH2:15]/[CH:16]=[CH:17]/[C:18]1[CH:23]=[CH:22][CH:21]=[CH:20][CH:19]=1)[CH2:9][CH2:10][C:11]#[N:12])[C:2]1[CH:7]=[CH:6][CH:5]=[CH:4][CH:3]=1. (8) Given the reactants [CH3:1][C:2]1[NH:3][C:4](=O)[C:5]([C:8]([O:10][CH2:11][CH3:12])=[O:9])=[CH:6][N:7]=1.O=P(Cl)(Cl)[Cl:16], predict the reaction product. The product is: [Cl:16][C:4]1[C:5]([C:8]([O:10][CH2:11][CH3:12])=[O:9])=[CH:6][N:7]=[C:2]([CH3:1])[N:3]=1. (9) The product is: [F:15][C:11]1[CH:10]=[C:9]([CH:6]2[NH:5][C:3](=[O:4])[CH2:2][O:8][CH2:7]2)[CH:14]=[CH:13][CH:12]=1. Given the reactants Cl[CH2:2][C:3]([NH:5][CH:6]([C:9]1[CH:14]=[CH:13][CH:12]=[C:11]([F:15])[CH:10]=1)[CH2:7][OH:8])=[O:4].[H-].[Na+], predict the reaction product. (10) Given the reactants [F:1][CH2:2][C:3]([CH2:9][F:10])([CH2:7][CH3:8])[CH2:4][CH:5]=[O:6].[OH:11]OS([O-])=O.[K+], predict the reaction product. The product is: [F:1][CH2:2][C:3]([CH2:9][F:10])([CH2:7][CH3:8])[CH2:4][C:5]([OH:11])=[O:6].